This data is from Forward reaction prediction with 1.9M reactions from USPTO patents (1976-2016). The task is: Predict the product of the given reaction. Given the reactants [C:1]([C:3]1[N:4]=[CH:5][N:6]2[C:15]=1[C@@H:14]([CH2:16][CH3:17])[N:13]([CH:18]1[CH2:22][CH2:21][CH2:20][CH2:19]1)[C:12]1[N:11]=[C:10]([NH:23][C:24]3[C:32]([O:33][CH3:34])=[CH:31][C:27]([C:28]([OH:30])=O)=[C:26]([F:35])[CH:25]=3)[N:9]=[CH:8][C:7]2=1)#[N:2].Cl.[CH2:37]([N:39]1[CH2:44][CH2:43][CH:42]([N:45]2[CH2:50][CH2:49][CH:48]([NH2:51])[CH2:47][CH2:46]2)[CH2:41][CH2:40]1)[CH3:38], predict the reaction product. The product is: [C:1]([C:3]1[N:4]=[CH:5][N:6]2[C:15]=1[C@@H:14]([CH2:16][CH3:17])[N:13]([CH:18]1[CH2:19][CH2:20][CH2:21][CH2:22]1)[C:12]1[N:11]=[C:10]([NH:23][C:24]3[C:32]([O:33][CH3:34])=[CH:31][C:27]([C:28]([NH:51][CH:48]4[CH2:47][CH2:46][N:45]([CH:42]5[CH2:43][CH2:44][N:39]([CH2:37][CH3:38])[CH2:40][CH2:41]5)[CH2:50][CH2:49]4)=[O:30])=[C:26]([F:35])[CH:25]=3)[N:9]=[CH:8][C:7]2=1)#[N:2].